This data is from Forward reaction prediction with 1.9M reactions from USPTO patents (1976-2016). The task is: Predict the product of the given reaction. Given the reactants [O:1]1[C@@H:5]2[CH2:6][C:7]3[CH:8]=[CH:9][CH:10]=[CH:11][C:12]=3[C@@H:4]2[NH:3][S:2]1(=[O:14])=[O:13].[CH2:15](O)[C:16]#[CH:17].C1(P(C2C=CC=CC=2)C2C=CC=CC=2)C=CC=CC=1.N(/C(OC(C)C)=O)=N\C(OC(C)C)=O, predict the reaction product. The product is: [CH2:17]([N:3]1[C@H:4]2[C:12]3[CH:11]=[CH:10][CH:9]=[CH:8][C:7]=3[CH2:6][C@H:5]2[O:1][S:2]1(=[O:13])=[O:14])[C:16]#[CH:15].